From a dataset of Forward reaction prediction with 1.9M reactions from USPTO patents (1976-2016). Predict the product of the given reaction. The product is: [CH:21]([C:20]1[O:24][C:3](=[O:4])[C:5]2=[CH:9][CH:8]=[CH:7][N:6]2[CH:19]=1)([CH3:23])[CH3:22]. Given the reactants ClC(Cl)(Cl)[C:3]([C:5]1[NH:6][CH:7]=[CH:8][CH:9]=1)=[O:4].C([O-])([O-])=O.[K+].[K+].Br[CH2:19][C:20](=[O:24])[CH:21]([CH3:23])[CH3:22], predict the reaction product.